Predict the reactants needed to synthesize the given product. From a dataset of Retrosynthesis with 50K atom-mapped reactions and 10 reaction types from USPTO. (1) The reactants are: CCNC(=O)Nc1cc(CO)c(-c2cncc(-c3n[nH]c(=O)o3)c2)cn1.CS(=O)(=O)Cl. Given the product CCNC(=O)Nc1cc(COS(C)(=O)=O)c(-c2cncc(-c3n[nH]c(=O)o3)c2)cn1, predict the reactants needed to synthesize it. (2) Given the product CC(=O)c1cc(C)c(Br)cc1OCc1ccccc1, predict the reactants needed to synthesize it. The reactants are: BrCc1ccccc1.CC(=O)c1cc(C)c(Br)cc1O.